Dataset: Forward reaction prediction with 1.9M reactions from USPTO patents (1976-2016). Task: Predict the product of the given reaction. (1) Given the reactants C([O:3][C:4](=[O:20])[C:5](=[O:19])[CH2:6][C:7]([C:10]1[C:18]2[O:17][CH2:16][O:15][C:14]=2[CH:13]=[CH:12][CH:11]=1)([CH3:9])[CH3:8])C.[OH-].[Na+], predict the reaction product. The product is: [O:15]1[C:14]2[CH:13]=[CH:12][CH:11]=[C:10]([C:7]([CH3:9])([CH3:8])[CH2:6][C:5](=[O:19])[C:4]([OH:20])=[O:3])[C:18]=2[O:17][CH2:16]1. (2) Given the reactants [Br:1][C:2]1[CH:15]=[C:14]2[C:5]([O:6][C:7]3[C:8]([F:25])=[CH:9][C:10]([O:23][CH3:24])=[CH:11][C:12]=3[C:13]2([CH2:17][C:18]([O:20][CH2:21][CH3:22])=[O:19])O)=[CH:4][CH:3]=1.[N:26]([Si](C)(C)C)=[N+:27]=[N-:28].C([O+]([B-](F)(F)F)CC)C, predict the reaction product. The product is: [N:26]([C:13]1([CH2:17][C:18]([O:20][CH2:21][CH3:22])=[O:19])[C:12]2[CH:11]=[C:10]([O:23][CH3:24])[CH:9]=[C:8]([F:25])[C:7]=2[O:6][C:5]2[C:14]1=[CH:15][C:2]([Br:1])=[CH:3][CH:4]=2)=[N+:27]=[N-:28]. (3) Given the reactants F[C:2]1[CH:7]=[CH:6][C:5]([C:8]2[O:9][C:10]([C:13]3[C:14]([C:19]4[CH:24]=[CH:23][CH:22]=[CH:21][CH:20]=4)=[N:15][O:16][C:17]=3[CH3:18])=[N:11][N:12]=2)=[C:4]([O:25][CH3:26])[CH:3]=1.[CH3:27][N:28]1[CH2:33][CH2:32][NH:31][CH2:30][CH2:29]1, predict the reaction product. The product is: [CH3:26][O:25][C:4]1[CH:3]=[C:2]([N:31]2[CH2:32][CH2:33][N:28]([CH3:27])[CH2:29][CH2:30]2)[CH:7]=[CH:6][C:5]=1[C:8]1[O:9][C:10]([C:13]2[C:14]([C:19]3[CH:24]=[CH:23][CH:22]=[CH:21][CH:20]=3)=[N:15][O:16][C:17]=2[CH3:18])=[N:11][N:12]=1. (4) Given the reactants [CH2:1]([Li])CCC.[F:6][C:7]1[C:16]2[CH:17]=[CH:18][C:19](=[O:20])[N:14]3[C:15]=2[C:10]([C:11](=O)[CH2:12][CH2:13]3)=[CH:9][CH:8]=1, predict the reaction product. The product is: [F:6][C:7]1[C:16]2[CH:17]=[CH:18][C:19](=[O:20])[N:14]3[C:15]=2[C:10]([C:11](=[CH2:1])[CH2:12][CH2:13]3)=[CH:9][CH:8]=1. (5) Given the reactants [ClH:1].[F:2][C:3]1[CH:4]=[C:5]([NH:11][C:12]([C@H:14]2[CH2:18][CH2:17][N:16](C(OC(C)(C)C)=O)[CH2:15]2)=[O:13])[CH:6]=[C:7]([F:10])[C:8]=1[F:9], predict the reaction product. The product is: [ClH:1].[F:10][C:7]1[CH:6]=[C:5]([NH:11][C:12]([C@H:14]2[CH2:18][CH2:17][NH:16][CH2:15]2)=[O:13])[CH:4]=[C:3]([F:2])[C:8]=1[F:9]. (6) Given the reactants [Br:1][C:2]1[CH:8]=[CH:7][C:6]([C:9]([F:12])([F:11])[F:10])=[CH:5][C:3]=1[NH2:4].C[Si]([N-][Si](C)(C)C)(C)C.[Na+].[C:23](O[C:23]([O:25][C:26]([CH3:29])([CH3:28])[CH3:27])=[O:24])([O:25][C:26]([CH3:29])([CH3:28])[CH3:27])=[O:24], predict the reaction product. The product is: [Br:1][C:2]1[CH:8]=[CH:7][C:6]([C:9]([F:10])([F:11])[F:12])=[CH:5][C:3]=1[NH:4][C:23](=[O:24])[O:25][C:26]([CH3:29])([CH3:28])[CH3:27]. (7) The product is: [O:1]1[CH:5]=[CH:4][CH:3]=[C:2]1[C:6]([NH:8][C:9]1([C:15]([NH:17][CH:18]2[CH2:23][CH2:22][N:21]([C:24]3[CH:29]=[CH:28][C:27]([F:30])=[CH:26][C:25]=3[NH:31][C:42](=[O:43])[CH2:41][O:40][CH3:39])[CH2:20][CH:19]2[OH:32])=[O:16])[CH2:14][CH2:13][CH2:12][CH2:11][CH2:10]1)=[O:7]. Given the reactants [O:1]1[CH:5]=[CH:4][CH:3]=[C:2]1[C:6]([NH:8][C:9]1([C:15]([NH:17][CH:18]2[CH2:23][CH2:22][N:21]([C:24]3[CH:29]=[CH:28][C:27]([F:30])=[CH:26][C:25]=3[NH2:31])[CH2:20][CH:19]2[OH:32])=[O:16])[CH2:14][CH2:13][CH2:12][CH2:11][CH2:10]1)=[O:7].C(=O)([O-])[O-].[Na+].[Na+].[CH3:39][O:40][CH2:41][C:42](Cl)=[O:43], predict the reaction product. (8) Given the reactants Cl[C:2]1[CH:3]=[C:4]([C:12]([C:14]2[CH:15]=[N:16][CH:17]=[N:18][CH:19]=2)=[O:13])[CH:5]=[C:6]2[C:11]=1[N:10]=[CH:9][CH:8]=[CH:7]2.[CH:20]([B-](F)(F)F)=[CH2:21].[K+].C(N(CC)CC)C, predict the reaction product. The product is: [N:16]1[CH:15]=[C:14]([C:12]([C:4]2[CH:5]=[C:6]3[C:11](=[C:2]([CH:20]=[CH2:21])[CH:3]=2)[N:10]=[CH:9][CH:8]=[CH:7]3)=[O:13])[CH:19]=[N:18][CH:17]=1. (9) Given the reactants N1C=CC=CC=1.[Si:7]([O:14][C@@H:15]([C@@H:17]1[C@@H:20]([C@@H:21]([CH3:40])[C:22]([C:24]2[S:28][C:27]3=[C:29]([C:32]([C:34]4[CH:35]=[N:36][CH:37]=[CH:38][CH:39]=4)=[O:33])[N:30]=[CH:31][N:26]3[CH:25]=2)=[O:23])[N:19]([CH:41]([C:43]([O:45][CH2:46][C:47]2[CH:52]=[CH:51][C:50]([N+:53]([O-:55])=[O:54])=[CH:49][CH:48]=2)=[O:44])O)[C:18]1=[O:56])[CH3:16])([C:10]([CH3:13])([CH3:12])[CH3:11])([CH3:9])[CH3:8].S(Cl)([Cl:59])=O, predict the reaction product. The product is: [Si:7]([O:14][C@@H:15]([C@@H:17]1[C@@H:20]([C@@H:21]([CH3:40])[C:22]([C:24]2[S:28][C:27]3=[C:29]([C:32]([C:34]4[CH:35]=[N:36][CH:37]=[CH:38][CH:39]=4)=[O:33])[N:30]=[CH:31][N:26]3[CH:25]=2)=[O:23])[N:19]([CH:41]([C:43]([O:45][CH2:46][C:47]2[CH:52]=[CH:51][C:50]([N+:53]([O-:55])=[O:54])=[CH:49][CH:48]=2)=[O:44])[Cl:59])[C:18]1=[O:56])[CH3:16])([C:10]([CH3:13])([CH3:12])[CH3:11])([CH3:9])[CH3:8]. (10) The product is: [CH3:12][S:13]([C:14]1[C:22]2[C:17](=[CH:18][C:19]([C:23]([N:25]3[CH2:29][CH2:28][C@@H:27]([NH:30][C:31](=[O:37])[O:32][C:33]([CH3:36])([CH3:34])[CH3:35])[CH2:26]3)=[O:24])=[CH:20][CH:21]=2)[N:16]([C:38]2[N:39]=[CH:40][C:41]([C:44]3[CH:49]=[CH:48][CH:47]=[CH:46][CH:45]=3)=[CH:42][N:43]=2)[CH:15]=1)=[O:6]. Given the reactants ClC1C=C(C=CC=1)C(OO)=[O:6].[CH3:12][S:13][C:14]1[C:22]2[C:17](=[CH:18][C:19]([C:23]([N:25]3[CH2:29][CH2:28][C@@H:27]([NH:30][C:31](=[O:37])[O:32][C:33]([CH3:36])([CH3:35])[CH3:34])[CH2:26]3)=[O:24])=[CH:20][CH:21]=2)[N:16]([C:38]2[N:43]=[CH:42][C:41]([C:44]3[CH:49]=[CH:48][CH:47]=[CH:46][CH:45]=3)=[CH:40][N:39]=2)[CH:15]=1, predict the reaction product.